This data is from Peptide-MHC class I binding affinity with 185,985 pairs from IEDB/IMGT. The task is: Regression. Given a peptide amino acid sequence and an MHC pseudo amino acid sequence, predict their binding affinity value. This is MHC class I binding data. (1) The peptide sequence is VQLPQYFTF. The MHC is HLA-A02:01 with pseudo-sequence HLA-A02:01. The binding affinity (normalized) is 0.0847. (2) The peptide sequence is WLSVIWMMWY. The MHC is HLA-A68:01 with pseudo-sequence HLA-A68:01. The binding affinity (normalized) is 0. (3) The MHC is Patr-A0401 with pseudo-sequence Patr-A0401. The binding affinity (normalized) is 0.562. The peptide sequence is DFRDYQSYR. (4) The peptide sequence is MPVTVASAAQ. The MHC is HLA-B35:01 with pseudo-sequence HLA-B35:01. The binding affinity (normalized) is 0.448. (5) The peptide sequence is FPRGQGVPI. The MHC is HLA-B54:01 with pseudo-sequence HLA-B54:01. The binding affinity (normalized) is 0.938.